Dataset: Forward reaction prediction with 1.9M reactions from USPTO patents (1976-2016). Task: Predict the product of the given reaction. (1) Given the reactants I[CH:2]1[CH2:5][N:4]([C:6]([O:8][C:9]([CH3:12])([CH3:11])[CH3:10])=[O:7])[CH2:3]1.Br[C:14]1[CH:19]=[C:18]([CH3:20])[C:17]([N+:21]([O-:23])=[O:22])=[CH:16][C:15]=1[CH3:24], predict the reaction product. The product is: [CH3:24][C:15]1[CH:16]=[C:17]([N+:21]([O-:23])=[O:22])[C:18]([CH3:20])=[CH:19][C:14]=1[CH:2]1[CH2:5][N:4]([C:6]([O:8][C:9]([CH3:12])([CH3:11])[CH3:10])=[O:7])[CH2:3]1. (2) Given the reactants [CH2:1]([N:8]([CH2:20][C:21]1[CH:26]=[CH:25][CH:24]=[CH:23][CH:22]=1)[C@H:9]([CH2:12][C:13]1[CH:18]=[CH:17][CH:16]=[CH:15][C:14]=1[F:19])[CH2:10][OH:11])[C:2]1[CH:7]=[CH:6][CH:5]=[CH:4][CH:3]=1, predict the reaction product. The product is: [CH2:20]([N:8]([CH2:1][C:2]1[CH:3]=[CH:4][CH:5]=[CH:6][CH:7]=1)[C@H:9]([CH2:12][C:13]1[CH:18]=[CH:17][CH:16]=[CH:15][C:14]=1[F:19])[CH:10]=[O:11])[C:21]1[CH:22]=[CH:23][CH:24]=[CH:25][CH:26]=1. (3) Given the reactants [NH2:1][C@@H:2]1[CH2:7][CH2:6][CH2:5][N:4]([C:8]([O:10][C:11]([CH3:14])([CH3:13])[CH3:12])=[O:9])[CH2:3]1.[H-].[Na+], predict the reaction product. The product is: [O:9]=[C:8]1[NH:4][CH2:3][CH2:2][CH2:7][N:1]1[C@@H:2]1[CH2:7][CH2:6][CH2:5][N:4]([C:8]([O:10][C:11]([CH3:14])([CH3:13])[CH3:12])=[O:9])[CH2:3]1. (4) The product is: [CH3:10][O:9][C:7]1[CH:6]=[C:5]([NH:11][C:12]([N:17]2[S:18](=[O:20])(=[O:19])[NH:14][C:15]3[CH:24]=[CH:23][CH:22]=[CH:21][C:16]2=3)=[O:13])[CH:4]=[C:3]([O:2][CH3:1])[CH:8]=1. Given the reactants [CH3:1][O:2][C:3]1[CH:4]=[C:5]([N:11]=[C:12]=[O:13])[CH:6]=[C:7]([O:9][CH3:10])[CH:8]=1.[NH:14]1[S:18](=[O:20])(=[O:19])[NH:17][C:16]2[CH:21]=[CH:22][CH:23]=[CH:24][C:15]1=2.C(N(CC)CC)C, predict the reaction product. (5) The product is: [ClH:1].[Cl:1][C:2]1[CH:3]=[C:4]([NH:8][NH2:9])[CH:5]=[CH:6][CH:7]=1. Given the reactants [Cl:1][C:2]1[CH:3]=[C:4]([NH2:8])[CH:5]=[CH:6][CH:7]=1.[N:9]([O-])=O.[Na+].O.O.Cl[Sn]Cl, predict the reaction product. (6) Given the reactants [Br:1][C:2]1[CH:3]=[C:4]([S:11](Cl)(=[O:13])=[O:12])[C:5]2[O:9][CH2:8][CH2:7][C:6]=2[CH:10]=1.[CH3:15][O:16][C:17]([C:19]1[S:20][CH:21]=[CH:22][C:23]=1[NH2:24])=[O:18].O, predict the reaction product. The product is: [CH3:15][O:16][C:17]([C:19]1[S:20][CH:21]=[CH:22][C:23]=1[NH:24][S:11]([C:4]1[C:5]2[O:9][CH2:8][CH2:7][C:6]=2[CH:10]=[C:2]([Br:1])[CH:3]=1)(=[O:13])=[O:12])=[O:18].